Dataset: Full USPTO retrosynthesis dataset with 1.9M reactions from patents (1976-2016). Task: Predict the reactants needed to synthesize the given product. Given the product [NH2:31][C:14]1[CH:15]=[CH:16][C:17]([N:19]2[CH:23]=[C:22]([CH3:24])[N:21]=[C:20]2[CH:25]2[CH2:26][CH2:27][CH2:28][CH2:29][CH2:30]2)=[CH:18][C:13]=1[N:8]1[CH:9]=[C:10]([CH3:12])[N:11]=[C:7]1[CH:1]1[CH2:2][CH2:3][CH2:4][CH2:5][CH2:6]1, predict the reactants needed to synthesize it. The reactants are: [CH:1]1([C:7]2[N:8]([C:13]3[CH:18]=[C:17]([N:19]4[CH:23]=[C:22]([CH3:24])[N:21]=[C:20]4[CH:25]4[CH2:30][CH2:29][CH2:28][CH2:27][CH2:26]4)[CH:16]=[CH:15][C:14]=3[N+:31]([O-])=O)[CH:9]=[C:10]([CH3:12])[N:11]=2)[CH2:6][CH2:5][CH2:4][CH2:3][CH2:2]1.CO.O.NN.